Dataset: Full USPTO retrosynthesis dataset with 1.9M reactions from patents (1976-2016). Task: Predict the reactants needed to synthesize the given product. (1) The reactants are: [Cl:1][C:2]1[CH:7]=[CH:6][C:5](/[CH:8]=[CH:9]/[C:10]2[CH:11]=[C:12]([N:16]3[C:20]([CH2:21][O:22][CH3:23])=[C:19]([C:24](O)=[O:25])[C:18]([CH2:27][O:28][CH3:29])=[N:17]3)[CH:13]=[CH:14][CH:15]=2)=[CH:4][CH:3]=1.[N:30]1([CH2:37][CH2:38][OH:39])[CH2:36][CH2:35][CH2:34][NH:33][CH2:32][CH2:31]1. Given the product [Cl:1][C:2]1[CH:7]=[CH:6][C:5](/[CH:8]=[CH:9]/[C:10]2[CH:11]=[C:12]([N:16]3[C:20]([CH2:21][O:22][CH3:23])=[C:19]([C:24]([N:33]4[CH2:34][CH2:35][CH2:36][N:30]([CH2:37][CH2:38][OH:39])[CH2:31][CH2:32]4)=[O:25])[C:18]([CH2:27][O:28][CH3:29])=[N:17]3)[CH:13]=[CH:14][CH:15]=2)=[CH:4][CH:3]=1, predict the reactants needed to synthesize it. (2) The reactants are: [Br:1][C:2]1[CH:3]=[C:4]2[C:9](=[CH:10][CH:11]=1)[N:8]=[CH:7][C:6]([C:12]([CH:14]1[CH2:16][CH2:15]1)=[O:13])=[C:5]2Cl.[N:18]1([CH2:23][C:24]2[N:29]=[CH:28][C:27]([NH2:30])=[CH:26][CH:25]=2)[CH2:22][CH2:21][CH2:20][CH2:19]1. Given the product [Br:1][C:2]1[CH:3]=[C:4]2[C:9](=[CH:10][CH:11]=1)[N:8]=[CH:7][C:6]([C:12]([CH:14]1[CH2:16][CH2:15]1)=[O:13])=[C:5]2[NH:30][C:27]1[CH:28]=[N:29][C:24]([CH2:23][N:18]2[CH2:22][CH2:21][CH2:20][CH2:19]2)=[CH:25][CH:26]=1, predict the reactants needed to synthesize it. (3) Given the product [N+:1]([C:4]1[CH:12]=[C:8]([C:9]([O:11][CH2:21][CH3:22])=[O:10])[C:7]([OH:13])=[CH:6][CH:5]=1)([O-:3])=[O:2], predict the reactants needed to synthesize it. The reactants are: [N+:1]([C:4]1[CH:12]=[C:8]([C:9]([OH:11])=[O:10])[C:7]([OH:13])=[CH:6][CH:5]=1)([O-:3])=[O:2].S(=O)(=O)(O)O.[OH-].[Na+].[CH2:21](O)[CH3:22]. (4) Given the product [CH:9]1([NH:8][C:6]([C:5]2[CH:15]=[C:16]([F:17])[C:2]([N:23]3[CH2:28][CH2:27][CH2:26][C@H:25]([CH2:29][C:30]([OH:32])=[O:31])[CH2:24]3)=[N:3][C:4]=2[S:18][CH2:19][CH2:20][CH3:21])=[O:7])[CH2:14][CH2:13][CH2:12][CH2:11][CH2:10]1, predict the reactants needed to synthesize it. The reactants are: Cl[C:2]1[C:16]([F:17])=[CH:15][C:5]([C:6]([NH:8][CH:9]2[CH2:14][CH2:13][CH2:12][CH2:11][CH2:10]2)=[O:7])=[C:4]([S:18][CH2:19][CH2:20][CH3:21])[N:3]=1.Cl.[NH:23]1[CH2:28][CH2:27][CH2:26][C@@H:25]([CH2:29][C:30]([O:32]C)=[O:31])[CH2:24]1. (5) Given the product [C:1]([O:5][C:6](=[O:20])[NH:7][C:8]1[CH:13]=[C:12]([C:14]([F:17])([F:16])[F:15])[C:11]([CH3:18])=[CH:10][C:9]=1[NH:19][C:26](=[O:25])[CH2:27][C:28](=[O:41])[C:29]1[CH:34]=[CH:33][CH:32]=[C:31]([C:35]2[CH:40]=[N:39][CH:38]=[CH:37][N:36]=2)[CH:30]=1)([CH3:4])([CH3:2])[CH3:3], predict the reactants needed to synthesize it. The reactants are: [C:1]([O:5][C:6](=[O:20])[NH:7][C:8]1[CH:13]=[C:12]([C:14]([F:17])([F:16])[F:15])[C:11]([CH3:18])=[CH:10][C:9]=1[NH2:19])([CH3:4])([CH3:3])[CH3:2].C([O:25][C:26](=O)[CH2:27][C:28](=[O:41])[C:29]1[CH:34]=[CH:33][CH:32]=[C:31]([C:35]2[CH:40]=[N:39][CH:38]=[CH:37][N:36]=2)[CH:30]=1)(C)(C)C. (6) The reactants are: [NH:1]1[CH:5]=[C:4]([NH:6][C:7]([C:9]2[CH:10]=[C:11]3[C:16](=[CH:17][CH:18]=2)[CH2:15][N:14]([C:19]([O:21][C:22]([CH3:25])([CH3:24])[CH3:23])=[O:20])[CH2:13][CH2:12]3)=[O:8])[CH:3]=[N:2]1.C(=O)([O-])[O-].[Cs+].[Cs+].Br[CH2:33][C:34]1[CH:35]=[C:36]([CH:39]=[CH:40][CH:41]=1)[C:37]#[N:38]. Given the product [C:37]([C:36]1[CH:35]=[C:34]([CH2:33][N:1]2[CH:5]=[C:4]([NH:6][C:7]([C:9]3[CH:10]=[C:11]4[C:16](=[CH:17][CH:18]=3)[CH2:15][N:14]([C:19]([O:21][C:22]([CH3:25])([CH3:24])[CH3:23])=[O:20])[CH2:13][CH2:12]4)=[O:8])[CH:3]=[N:2]2)[CH:41]=[CH:40][CH:39]=1)#[N:38], predict the reactants needed to synthesize it. (7) Given the product [Cl:8][C:9]1[CH:10]=[CH:11][C:12]([O:29][CH3:30])=[C:13]([C:15]2[N:16]=[C:17]([CH3:28])[S:18][C:19]=2[NH2:20])[CH:14]=1, predict the reactants needed to synthesize it. The reactants are: C(O)(C(F)(F)F)=O.[Cl:8][C:9]1[CH:10]=[CH:11][C:12]([O:29][CH3:30])=[C:13]([C:15]2[N:16]=[C:17]([CH3:28])[S:18][C:19]=2[NH:20]C(=O)OC(C)(C)C)[CH:14]=1.